From a dataset of Catalyst prediction with 721,799 reactions and 888 catalyst types from USPTO. Predict which catalyst facilitates the given reaction. (1) Reactant: [CH:1]1([CH2:6][C@@H:7]2[CH2:10][N:9]([O:11][CH2:12][C:13]3[CH:18]=[CH:17][CH:16]=[CH:15][CH:14]=3)[C:8]2=[O:19])[CH2:5][CH2:4][CH2:3][CH2:2]1.[OH:20][Li].O.Cl.[OH-].[Na+]. Product: [CH:1]1([CH2:6][C@H:7]([CH2:10][NH:9][O:11][CH2:12][C:13]2[CH:18]=[CH:17][CH:16]=[CH:15][CH:14]=2)[C:8]([OH:19])=[O:20])[CH2:5][CH2:4][CH2:3][CH2:2]1. The catalyst class is: 20. (2) Reactant: C([O:3][C:4]([CH:6]1[CH2:11][CH2:10][N:9]([C:12]2[C:13]3[N:14]([N:18]=[C:19]([NH:21][C:22]4[CH:27]=[CH:26][C:25]([C:28](=[O:38])[N:29]([CH3:37])[CH:30]5[CH2:35][CH2:34][N:33]([CH3:36])[CH2:32][CH2:31]5)=[CH:24][CH:23]=4)[N:20]=3)[CH:15]=[CH:16][CH:17]=2)[CH2:8][CH2:7]1)=[O:5])C.[OH-].[Na+]. Product: [CH3:37][N:29]([CH:30]1[CH2:31][CH2:32][N:33]([CH3:36])[CH2:34][CH2:35]1)[C:28]([C:25]1[CH:24]=[CH:23][C:22]([NH:21][C:19]2[N:20]=[C:13]3[C:12]([N:9]4[CH2:10][CH2:11][CH:6]([C:4]([OH:5])=[O:3])[CH2:7][CH2:8]4)=[CH:17][CH:16]=[CH:15][N:14]3[N:18]=2)=[CH:27][CH:26]=1)=[O:38]. The catalyst class is: 12. (3) Reactant: [OH:1][C:2]1[CH:3]=[C:4]([CH:16]=[CH:17][C:18]=1[O:19][CH3:20])[CH:5]=[C:6]1[C:11](=[O:12])[O:10][C:9]([CH3:14])([CH3:13])[O:8][C:7]1=[O:15].[CH:21]1([Mg]Br)[CH2:23][CH2:22]1.Cl.C(=O)([O-])O.[Na+]. Product: [CH:21]1([CH:5]([C:4]2[CH:16]=[CH:17][C:18]([O:19][CH3:20])=[C:2]([OH:1])[CH:3]=2)[CH:6]2[C:11](=[O:12])[O:10][C:9]([CH3:13])([CH3:14])[O:8][C:7]2=[O:15])[CH2:23][CH2:22]1. The catalyst class is: 1. (4) Reactant: [C:1]1([OH:7])[CH:6]=[CH:5][CH:4]=[CH:3][CH:2]=1.[CH3:8][O:9][CH2:10]Cl.C(N(C(C)C)CC)(C)C. Product: [CH3:8][O:9][CH2:10][O:7][C:1]1[CH:6]=[CH:5][CH:4]=[CH:3][CH:2]=1. The catalyst class is: 2. (5) Reactant: [O:1]=[C:2]1[C:11]2[C:10]([NH:12]C(=O)C)=[CH:9][CH:8]=[CH:7][C:6]=2[CH2:5][CH2:4][CH2:3]1.[OH-].[Na+]. Product: [NH2:12][C:10]1[CH:9]=[CH:8][CH:7]=[C:6]2[C:11]=1[C:2](=[O:1])[CH2:3][CH2:4][CH2:5]2. The catalyst class is: 33. (6) Reactant: [Cl:1][CH2:2][CH2:3][CH2:4][O:5][C:6]1[CH:7]=[C:8]([C:11]([N+:16]([O-:18])=[O:17])=[CH:12][C:13]=1[O:14][CH3:15])[CH:9]=[O:10].[OH-:19].[Na+].OO. Product: [Cl:1][CH2:2][CH2:3][CH2:4][O:5][C:6]1[CH:7]=[C:8]([C:11]([N+:16]([O-:18])=[O:17])=[CH:12][C:13]=1[O:14][CH3:15])[C:9]([OH:19])=[O:10]. The catalyst class is: 5. (7) Reactant: [N:1]1([C:7]2[CH:14]=[C:13]([C:15]([F:18])([F:17])[F:16])[CH:12]=[CH:11]C=2C#N)[CH2:6][CH2:5][CH2:4][CH2:3][CH2:2]1.[OH-:19].[Na+].Cl.[CH2:22]([OH:25])[CH2:23]O. Product: [N:1]1([C:7]2[CH:14]=[C:13]([C:15]([F:18])([F:17])[F:16])[CH:12]=[CH:11][C:23]=2[C:22]([OH:25])=[O:19])[CH2:6][CH2:5][CH2:4][CH2:3][CH2:2]1. The catalyst class is: 69.